From a dataset of Reaction yield outcomes from USPTO patents with 853,638 reactions. Predict the reaction yield, written as a fraction of the theoretical maximum amount of product (1.0 means a 100% yield; for example, 0.34 means a 34% yield). (1) The reactants are BrC1C=CC(S(C)(=O)=O)=C(Cl)C=1Cl.[OH-].[K+].[K].[Br:17][C:18]1[C:19]([Cl:29])=[C:20]([OH:28])[C:21]([S:24]([CH3:27])(=[O:26])=[O:25])=[CH:22][CH:23]=1.Cl. The catalyst is O.C(O)(C)(C)C. The product is [Br:17][C:18]1[C:19]([Cl:29])=[C:20]([OH:28])[C:21]([S:24]([CH3:27])(=[O:26])=[O:25])=[CH:22][CH:23]=1. The yield is 0.776. (2) The reactants are [CH3:1][O:2][CH:3]1[CH2:5][CH:4]1[C:6]([OH:8])=O.Cl.[NH2:10][C:11]1[N:12]=[C:13]2[CH:18]=[CH:17][C:16]([O:19][C:20]3[CH:21]=[CH:22][C:23]([CH3:36])=[C:24]([NH:26][C:27]([C:29]4[N:33]([CH3:34])[N:32]=[C:31]([CH3:35])[CH:30]=4)=[O:28])[CH:25]=3)=[N:15][N:14]2[CH:37]=1.F[P-](F)(F)(F)(F)F.N1(OC(N(C)C)=[N+](C)C)C2N=CC=CC=2N=N1.C(N(CC)C(C)C)(C)C. The catalyst is CN(C)C=O. The product is [CH3:1][O:2][CH:3]1[CH2:5][CH:4]1[C:6]([NH:10][C:11]1[N:12]=[C:13]2[CH:18]=[CH:17][C:16]([O:19][C:20]3[CH:21]=[CH:22][C:23]([CH3:36])=[C:24]([NH:26][C:27]([C:29]4[N:33]([CH3:34])[N:32]=[C:31]([CH3:35])[CH:30]=4)=[O:28])[CH:25]=3)=[N:15][N:14]2[CH:37]=1)=[O:8]. The yield is 0.350. (3) The reactants are Br[C:2]1[CH:3]=[C:4]2[C:10]([C:11]3[N:12]([S:16]([C:19]4[CH:24]=[CH:23][C:22]([CH3:25])=[CH:21][CH:20]=4)(=[O:18])=[O:17])[N:13]=[CH:14][CH:15]=3)=[CH:9][N:8]([S:26]([C:29]3[CH:34]=[CH:33][C:32]([CH3:35])=[CH:31][CH:30]=3)(=[O:28])=[O:27])[C:5]2=[N:6][CH:7]=1.[B:36]1([B:36]2[O:40][C:39]([CH3:42])([CH3:41])[C:38]([CH3:44])([CH3:43])[O:37]2)[O:40][C:39]([CH3:42])([CH3:41])[C:38]([CH3:44])([CH3:43])[O:37]1.ClCCl.C([O-])(=O)C.[Na+]. The catalyst is CN(C=O)C.C1C=CC(P(C2C=CC=CC=2)[C-]2C=CC=C2)=CC=1.C1C=CC(P(C2C=CC=CC=2)[C-]2C=CC=C2)=CC=1.Cl[Pd]Cl.[Fe+2]. The product is [CH3:43][C:38]1([CH3:44])[C:39]([CH3:42])([CH3:41])[O:40][B:36]([C:2]2[CH:3]=[C:4]3[C:10]([C:11]4[N:12]([S:16]([C:19]5[CH:24]=[CH:23][C:22]([CH3:25])=[CH:21][CH:20]=5)(=[O:18])=[O:17])[N:13]=[CH:14][CH:15]=4)=[CH:9][N:8]([S:26]([C:29]4[CH:34]=[CH:33][C:32]([CH3:35])=[CH:31][CH:30]=4)(=[O:28])=[O:27])[C:5]3=[N:6][CH:7]=2)[O:37]1. The yield is 0.390. (4) The reactants are [CH2:1]([N:4]([CH2:19][CH2:20][CH3:21])[CH2:5][CH2:6][CH2:7][CH2:8][NH:9][CH2:10][C:11]1[CH:18]=[CH:17][C:14]([C:15]#[N:16])=[CH:13][CH:12]=1)[CH2:2][CH3:3].[CH3:22][O:23][C:24]1[CH:31]=[CH:30][C:27]([CH:28]=O)=[CH:26][CH:25]=1.C(O[BH-](OC(=O)C)OC(=O)C)(=O)C.[Na+].C(=O)(O)[O-].[Na+]. The catalyst is C(O)C. The product is [CH2:19]([N:4]([CH2:1][CH2:2][CH3:3])[CH2:5][CH2:6][CH2:7][CH2:8][N:9]([CH2:10][C:11]1[CH:12]=[CH:13][C:14]([C:15]#[N:16])=[CH:17][CH:18]=1)[CH2:28][C:27]1[CH:30]=[CH:31][C:24]([O:23][CH3:22])=[CH:25][CH:26]=1)[CH2:20][CH3:21]. The yield is 0.692.